Dataset: Full USPTO retrosynthesis dataset with 1.9M reactions from patents (1976-2016). Task: Predict the reactants needed to synthesize the given product. (1) Given the product [OH:38][C@@H:37]([C:39]1[CH:44]=[CH:43][CH:42]=[CH:41][CH:40]=1)[CH2:36][NH:35][C:16]([C@@H:9]1[CH2:10][C:11](=[N:13][O:14][CH3:15])[CH2:12][N:8]1[C:6]([C:29]1[CH:28]=[CH:27][C:26]([C:21]2[CH:22]=[CH:23][CH:24]=[CH:25][C:20]=2[Cl:19])=[CH:31][CH:30]=1)=[O:7])=[O:18], predict the reactants needed to synthesize it. The reactants are: C(O[C:6]([N:8]1[CH2:12][C:11](=[N:13][O:14][CH3:15])[CH2:10][C@H:9]1[C:16]([OH:18])=O)=[O:7])(C)(C)C.[Cl:19][C:20]1[CH:25]=[CH:24][CH:23]=[CH:22][C:21]=1[C:26]1[CH:31]=[CH:30][C:29](C(O)=O)=[CH:28][CH:27]=1.[NH2:35][CH2:36][C@H:37]([C:39]1[CH:44]=[CH:43][CH:42]=[CH:41][CH:40]=1)[OH:38]. (2) Given the product [OH:1][CH:2]1[CH2:3][N:4]([C:6]([N:8]2[CH2:13][CH:12]([C:14]3[CH:15]=[CH:16][C:17]([O:20][C:21]([F:22])([F:24])[F:23])=[CH:18][CH:19]=3)[CH2:11][CH:10]([C:25]([OH:27])=[O:26])[CH2:9]2)=[O:7])[CH2:5]1, predict the reactants needed to synthesize it. The reactants are: [OH:1][CH:2]1[CH2:5][N:4]([C:6]([N:8]2[CH2:13][CH:12]([C:14]3[CH:19]=[CH:18][C:17]([O:20][C:21]([F:24])([F:23])[F:22])=[CH:16][CH:15]=3)[CH2:11][CH:10]([C:25]([O:27]C)=[O:26])[CH2:9]2)=[O:7])[CH2:3]1.CC(C)([O-])C.[K+]. (3) Given the product [CH2:1]([C:9]1[N:10]=[CH:11][C:12]2[C:17]([CH:18]=1)=[CH:16][CH:15]=[CH:14][CH:13]=2)[C:2]1[CH:7]=[CH:6][CH:5]=[CH:4][CH:3]=1, predict the reactants needed to synthesize it. The reactants are: [C:1]([C:9]1[N:10]=[CH:11][C:12]2[C:17]([CH:18]=1)=[CH:16][CH:15]=[CH:14][CH:13]=2)(=O)[C:2]1[CH:7]=[CH:6][CH:5]=[CH:4][CH:3]=1.O.NN.[OH-].[K+].O. (4) Given the product [C:15]1([C:2]2[CH:3]=[CH:4][C:5]3[CH:9]=[C:8]([C:10]([O:12][CH3:13])=[O:11])[S:7][C:6]=3[CH:14]=2)[CH:20]=[CH:19][CH:18]=[CH:17][CH:16]=1, predict the reactants needed to synthesize it. The reactants are: Br[C:2]1[CH:3]=[CH:4][C:5]2[CH:9]=[C:8]([C:10]([O:12][CH3:13])=[O:11])[S:7][C:6]=2[CH:14]=1.[C:15]1(B(O)O)[CH:20]=[CH:19][CH:18]=[CH:17][CH:16]=1.[Cl-].[Li+].C(=O)([O-])[O-].[Na+].[Na+]. (5) Given the product [CH3:1][O:2][C:3](=[O:29])[C@@H:4]([NH:14][C:15]([C:17]1[CH:21]=[C:20]([O:22][CH2:33][C:34](=[O:39])[C:35]([CH3:38])([CH3:37])[CH3:36])[N:19]([C:23]2[CH:24]=[CH:25][CH:26]=[CH:27][CH:28]=2)[N:18]=1)=[O:16])[CH2:5][CH2:6][C:7]([O:9][C:10]([CH3:13])([CH3:12])[CH3:11])=[O:8], predict the reactants needed to synthesize it. The reactants are: [CH3:1][O:2][C:3](=[O:29])[C@@H:4]([NH:14][C:15]([C:17]1[CH:21]=[C:20]([OH:22])[N:19]([C:23]2[CH:28]=[CH:27][CH:26]=[CH:25][CH:24]=2)[N:18]=1)=[O:16])[CH2:5][CH2:6][C:7]([O:9][C:10]([CH3:13])([CH3:12])[CH3:11])=[O:8].[H-].[Na+].Br[CH2:33][C:34](=[O:39])[C:35]([CH3:38])([CH3:37])[CH3:36]. (6) Given the product [F:67][C:68]1[CH:69]=[C:70]([CH:88]=[C:89]([F:91])[CH:90]=1)[CH2:71][N:72]1[C:76]([CH3:77])=[C:75]([C:35]2[C:43]3[C:38](=[N:39][CH:40]=[C:41]([C:44]4[CH:45]=[CH:46][C:47]([O:55][CH3:56])=[C:48]([S:50]([NH:53][CH3:54])(=[O:52])=[O:51])[CH:49]=4)[CH:42]=3)[N:37]([S:57]([C:60]3[CH:66]=[CH:65][C:63]([CH3:64])=[CH:62][CH:61]=3)(=[O:59])=[O:58])[CH:36]=2)[C:74]([CH3:87])=[N:73]1, predict the reactants needed to synthesize it. The reactants are: FC1C=CC=CC=1CN1C=C(C2C3C(=NC=C(C4C=C(NS(C)(=O)=O)C=CC=4)C=3)NC=2)C=N1.I[C:35]1[C:43]2[C:38](=[N:39][CH:40]=[C:41]([C:44]3[CH:45]=[CH:46][C:47]([O:55][CH3:56])=[C:48]([S:50]([NH:53][CH3:54])(=[O:52])=[O:51])[CH:49]=3)[CH:42]=2)[N:37]([S:57]([C:60]2[CH:66]=[CH:65][C:63]([CH3:64])=[CH:62][CH:61]=2)(=[O:59])=[O:58])[CH:36]=1.[F:67][C:68]1[CH:69]=[C:70]([CH:88]=[C:89]([F:91])[CH:90]=1)[CH2:71][N:72]1[C:76]([CH3:77])=[C:75](B2OC(C)(C)C(C)(C)O2)[C:74]([CH3:87])=[N:73]1.C(=O)([O-])[O-].[Na+].[Na+]. (7) Given the product [F:22][C:18]1[CH:17]=[C:16]2[C:21]([C:13]([C:11]3[CH:10]=[N:9][N:8]([CH:6]4[CH2:5][N:4]([C:33]([NH:34][CH3:37])=[O:42])[CH2:7]4)[CH:12]=3)=[CH:14][N:15]2[S:23]([C:26]2[CH:31]=[CH:30][CH:29]=[CH:28][CH:27]=2)(=[O:24])=[O:25])=[CH:20][CH:19]=1, predict the reactants needed to synthesize it. The reactants are: CN.Cl.[NH:4]1[CH2:7][CH:6]([N:8]2[CH:12]=[C:11]([C:13]3[C:21]4[C:16](=[CH:17][C:18]([F:22])=[CH:19][CH:20]=4)[N:15]([S:23]([C:26]4[CH:31]=[CH:30][CH:29]=[CH:28][CH:27]=4)(=[O:25])=[O:24])[CH:14]=3)[CH:10]=[N:9]2)[CH2:5]1.C[CH2:33][N:34]([CH2:37]C)CC.C1C[O:42]CC1. (8) Given the product [CH3:15][N:16]1[CH2:21][C:14]([C:13]2[NH:3][C:4](=[O:12])[C:5]3[C:6]([CH:11]=2)=[CH:7][CH:8]=[CH:9][CH:10]=3)=[CH:19][CH2:18][CH2:17]1, predict the reactants needed to synthesize it. The reactants are: C([N:3]([CH2:13][CH3:14])[C:4](=[O:12])[C:5]1[CH:10]=[CH:9][CH:8]=[CH:7][C:6]=1[CH3:11])C.[CH3:15][N:16]1[CH2:21]C(C#N)=[CH:19][CH2:18][CH2:17]1.